Task: Predict the reaction yield, written as a fraction of the theoretical maximum amount of product (1.0 means a 100% yield; for example, 0.34 means a 34% yield).. Dataset: Reaction yield outcomes from USPTO patents with 853,638 reactions (1) The reactants are [CH3:1][C:2]1[CH:6]=[CH:5][NH:4][C:3]=1[C:7]([OH:9])=O.[NH2:10][C:11]1[CH:16]=[CH:15][CH:14]=[CH:13][CH:12]=1. No catalyst specified. The product is [CH3:1][C:2]1[CH:6]=[CH:5][NH:4][C:3]=1[C:7]([NH:10][C:11]1[CH:16]=[CH:15][CH:14]=[CH:13][CH:12]=1)=[O:9]. The yield is 0.490. (2) The reactants are [CH2:1]([NH:8][C:9]1[CH:10]=[C:11]([OH:15])[CH:12]=[CH:13][CH:14]=1)[C:2]1[CH:7]=[CH:6][CH:5]=[CH:4][CH:3]=1.C([O:18][CH:19]=[C:20]([C:26](OCC)=O)[C:21]([O:23][CH2:24][CH3:25])=[O:22])C.C1COCC1.O. The catalyst is [Ti](Cl)(Cl)(Cl)Cl. The product is [CH2:1]([NH:8][C:9]1[CH:10]=[C:11]2[C:12]([CH:26]=[C:20]([C:21]([O:23][CH2:24][CH3:25])=[O:22])[C:19](=[O:18])[O:15]2)=[CH:13][CH:14]=1)[C:2]1[CH:3]=[CH:4][CH:5]=[CH:6][CH:7]=1. The yield is 0.260. (3) The reactants are Cl[C:2]1[N:7]=[C:6]([C:8]2[N:12]3[CH:13]=[CH:14][CH:15]=[C:16]([F:17])[C:11]3=[N:10][C:9]=2[C:18]2[CH:19]=[C:20]([CH:32]=[CH:33][CH:34]=2)[C:21]([NH:23][C:24]2[C:29]([F:30])=[CH:28][CH:27]=[CH:26][C:25]=2[F:31])=[O:22])[CH:5]=[CH:4][N:3]=1.[CH3:35][O:36][C:37]1[CH:43]=[C:42]([N:44]2[CH2:49][CH2:48][CH:47]([N:50]3[CH2:55][CH2:54][N:53]([S:56]([CH3:59])(=[O:58])=[O:57])[CH2:52][CH2:51]3)[CH2:46][CH2:45]2)[CH:41]=[CH:40][C:38]=1[NH2:39].Cl.O1CCOCC1.C[O-].[Na+]. The catalyst is FC(F)(F)CO.CO.C(Cl)Cl.CCCCCC. The product is [F:31][C:25]1[CH:26]=[CH:27][CH:28]=[C:29]([F:30])[C:24]=1[NH:23][C:21](=[O:22])[C:20]1[CH:32]=[CH:33][CH:34]=[C:18]([C:9]2[N:10]=[C:11]3[C:16]([F:17])=[CH:15][CH:14]=[CH:13][N:12]3[C:8]=2[C:6]2[CH:5]=[CH:4][N:3]=[C:2]([NH:39][C:38]3[CH:40]=[CH:41][C:42]([N:44]4[CH2:49][CH2:48][CH:47]([N:50]5[CH2:55][CH2:54][N:53]([S:56]([CH3:59])(=[O:58])=[O:57])[CH2:52][CH2:51]5)[CH2:46][CH2:45]4)=[CH:43][C:37]=3[O:36][CH3:35])[N:7]=2)[CH:19]=1. The yield is 0.830. (4) The reactants are [Cl-].O[NH3+:3].[C:4](=[O:7])([O-])[OH:5].[Na+].CS(C)=O.[CH3:13][O:14][CH2:15][C:16]1[N:17]=[C:18]([CH3:44])[N:19]([CH2:38][C:39]2[S:40][CH:41]=[CH:42][CH:43]=2)[C:20](=[O:37])[C:21]=1[CH2:22][C:23]1[CH:28]=[CH:27][C:26]([C:29]2[C:30]([C:35]#[N:36])=[CH:31][CH:32]=[CH:33][CH:34]=2)=[CH:25][CH:24]=1. The catalyst is C(OCC)(=O)C. The product is [CH3:13][O:14][CH2:15][C:16]1[N:17]=[C:18]([CH3:44])[N:19]([CH2:38][C:39]2[S:40][CH:41]=[CH:42][CH:43]=2)[C:20](=[O:37])[C:21]=1[CH2:22][C:23]1[CH:24]=[CH:25][C:26]([C:29]2[CH:34]=[CH:33][CH:32]=[CH:31][C:30]=2[C:35]2[NH:3][C:4](=[O:7])[O:5][N:36]=2)=[CH:27][CH:28]=1. The yield is 0.520. (5) The reactants are Br[C:2]1[C:10]([N+:11]([O-:13])=[O:12])=[CH:9][C:8]([Br:14])=[CH:7][C:3]=1[C:4]([OH:6])=[O:5].[Cl:15][C:16]1[CH:23]=[CH:22][CH:21]=[CH:20][C:17]=1[CH2:18][NH2:19].[OH-].[Na+].CCOCC. The catalyst is C1(C)C=CC=CC=1. The product is [Br:14][C:8]1[CH:9]=[C:10]([N+:11]([O-:13])=[O:12])[C:2]([NH:19][CH2:18][C:17]2[CH:20]=[CH:21][CH:22]=[CH:23][C:16]=2[Cl:15])=[C:3]([CH:7]=1)[C:4]([OH:6])=[O:5]. The yield is 0.615. (6) The reactants are [O:1]1[CH:5]=[CH:4][CH:3]=[C:2]1[C:6]1[C:7]2[NH:15][N:14]=[N:13][C:8]=2[N:9]=[C:10]([NH2:12])[N:11]=1.[H-].[Na+].C[Si](C)(C)CCOC[O:24][C:25]1[CH:32]=[CH:31][C:28]([CH2:29]Br)=[CH:27][CH:26]=1. No catalyst specified. The product is [OH:24][C:25]1[CH:32]=[CH:31][C:28]([CH2:29][N:13]2[C:8]3[N:9]=[C:10]([NH2:12])[N:11]=[C:6]([C:2]4[O:1][CH:5]=[CH:4][CH:3]=4)[C:7]=3[N:15]=[N:14]2)=[CH:27][CH:26]=1. The yield is 0.0700. (7) The reactants are [Cl:1][C:2]1[CH:3]=[N:4][CH:5]=[CH:6][C:7]=1[CH2:8][NH:9][C:10]1[N:15]=[CH:14][C:13]([CH2:16][OH:17])=[CH:12][CH:11]=1.CC(OI1(OC(C)=O)(OC(C)=O)OC(=O)C2C=CC=CC1=2)=O.C(=O)([O-])[O-].[K+].[K+]. The catalyst is O1CCCC1. The product is [Cl:1][C:2]1[CH:3]=[N:4][CH:5]=[CH:6][C:7]=1[CH2:8][NH:9][C:10]1[N:15]=[CH:14][C:13]([CH:16]=[O:17])=[CH:12][CH:11]=1. The yield is 0.910.